From a dataset of Forward reaction prediction with 1.9M reactions from USPTO patents (1976-2016). Predict the product of the given reaction. (1) Given the reactants [F:1][C:2]1[CH:7]=[CH:6][C:5]([C:8](=[O:21])[CH2:9][N:10]([CH3:20])[S:11]([C:14]2[S:15][C:16]([Br:19])=[CH:17][CH:18]=2)(=[O:13])=[O:12])=[CH:4][CH:3]=1.[BH4-].[Na+], predict the reaction product. The product is: [F:1][C:2]1[CH:7]=[CH:6][C:5]([CH:8]([OH:21])[CH2:9][N:10]([CH3:20])[S:11]([C:14]2[S:15][C:16]([Br:19])=[CH:17][CH:18]=2)(=[O:12])=[O:13])=[CH:4][CH:3]=1. (2) Given the reactants [N:1]([CH:4]([C:6]1[N:7]=[C:8]2[S:16][CH:15]=[C:14]([CH3:17])[N:9]2[C:10](=[O:13])[C:11]=1Br)[CH3:5])=[N+:2]=[N-:3].[F:18][C:19]1[CH:20]=[C:21](B(O)O)[CH:22]=[C:23]([F:25])[CH:24]=1.C(=O)([O-])[O-].[Na+].[Na+].O, predict the reaction product. The product is: [N:1]([CH:4]([C:6]1[N:7]=[C:8]2[S:16][CH:15]=[C:14]([CH3:17])[N:9]2[C:10](=[O:13])[C:11]=1[C:21]1[CH:20]=[C:19]([F:18])[CH:24]=[C:23]([F:25])[CH:22]=1)[CH3:5])=[N+:2]=[N-:3]. (3) Given the reactants [CH3:1][C:2]#[N:3].[Li]CCCC.[F:9][C:10]1([F:20])[CH2:12][CH:11]1[C:13](OCCCC)=[O:14], predict the reaction product. The product is: [F:9][C:10]1([F:20])[CH2:12][CH:11]1[C:13](=[O:14])[CH2:1][C:2]#[N:3]. (4) Given the reactants C[Si](C)(C)[C:3]#[C:4][CH2:5][CH2:6][CH2:7][CH2:8][N:9]1[CH2:14][CH2:13][N:12]([C:15]2[CH:16]=[CH:17][C:18]3[O:22][C:21]([C:23]([NH2:25])=[O:24])=[CH:20][C:19]=3[CH:26]=2)[CH2:11][CH2:10]1.[NH2:29][C:30]1[C:37](I)=[CH:36][C:33]([C:34]#[N:35])=[CH:32][N:31]=1.[Cl-].[Li+].C(=O)([O-])[O-].[Na+].[Na+], predict the reaction product. The product is: [C:34]([C:33]1[CH:36]=[C:37]2[C:4]([CH2:5][CH2:6][CH2:7][CH2:8][N:9]3[CH2:14][CH2:13][N:12]([C:15]4[CH:16]=[CH:17][C:18]5[O:22][C:21]([C:23]([NH2:25])=[O:24])=[CH:20][C:19]=5[CH:26]=4)[CH2:11][CH2:10]3)=[CH:3][NH:29][C:30]2=[N:31][CH:32]=1)#[N:35]. (5) Given the reactants C[O:2][C:3](=O)[CH:4]([C:14]1[CH:19]=[C:18]([O:20][CH3:21])[C:17]([O:22][CH2:23][C:24]2[CH:29]=[CH:28][CH:27]=[CH:26][CH:25]=2)=[CH:16][C:15]=1[N+:30]([O-:32])=[O:31])[NH:5][C:6]1[CH:11]=[CH:10][C:9]([C:12]#[N:13])=[CH:8][CH:7]=1.[BH4-].[Li+], predict the reaction product. The product is: [CH2:23]([O:22][C:17]1[C:18]([O:20][CH3:21])=[CH:19][C:14]([CH:4]([NH:5][C:6]2[CH:7]=[CH:8][C:9]([C:12]#[N:13])=[CH:10][CH:11]=2)[CH2:3][OH:2])=[C:15]([N+:30]([O-:32])=[O:31])[CH:16]=1)[C:24]1[CH:25]=[CH:26][CH:27]=[CH:28][CH:29]=1. (6) Given the reactants CN([CH:4]=[O:5])C.P(Cl)(Cl)(Cl)=O.[C:11]1(=[O:17])[CH2:16][CH2:15][CH2:14][CH2:13][CH2:12]1.[CH2:18]([Cl:20])Cl, predict the reaction product. The product is: [Cl:20][C:18]1[C:12](=[CH:11][OH:17])[CH2:13][CH2:14][CH2:15][C:16]=1[CH:4]=[O:5]. (7) Given the reactants [H-].[Na+].CC1C=CC(S(O[CH:14]2[C:18](F)([F:19])[CH:17]([C:21]3[C:22]([F:27])=[N:23][CH:24]=[CH:25][CH:26]=3)[NH:16][CH2:15]2)(=O)=O)=CC=1.C1OCCOCCOCCOCCOC1.[Cl-].[NH4+], predict the reaction product. The product is: [F:27][C:22]1[C:21]([C:17]2[NH:16][CH:15]=[CH:14][C:18]=2[F:19])=[CH:26][CH:25]=[CH:24][N:23]=1. (8) Given the reactants [F:1][C:2]1[CH:3]=[CH:4][C:5]2[N:9]=[CH:8][N:7]([CH2:10][CH2:11][OH:12])[C:6]=2[C:13]=1[F:14].P([O-])([O-])([O-])=[O:16].[Na+].[Na+].[Na+].CC1(C)N([O])C(C)(C)CCC1.[O-]Cl=O.[Na+].[O-]Cl.[Na+].[O-]S([O-])=O.[Na+].[Na+].[OH-].[Na+], predict the reaction product. The product is: [F:1][C:2]1[CH:3]=[CH:4][C:5]2[N:9]=[CH:8][N:7]([CH2:10][C:11]([OH:16])=[O:12])[C:6]=2[C:13]=1[F:14].